From a dataset of NCI-60 drug combinations with 297,098 pairs across 59 cell lines. Regression. Given two drug SMILES strings and cell line genomic features, predict the synergy score measuring deviation from expected non-interaction effect. (1) Drug 1: C1CCC(C1)C(CC#N)N2C=C(C=N2)C3=C4C=CNC4=NC=N3. Drug 2: CN1C2=C(C=C(C=C2)N(CCCl)CCCl)N=C1CCCC(=O)O.Cl. Cell line: MOLT-4. Synergy scores: CSS=16.2, Synergy_ZIP=-12.1, Synergy_Bliss=-7.95, Synergy_Loewe=-19.8, Synergy_HSA=-7.29. (2) Drug 1: C1=C(C(=O)NC(=O)N1)F. Drug 2: C1=NC2=C(N1)C(=S)N=CN2. Cell line: U251. Synergy scores: CSS=45.7, Synergy_ZIP=-11.6, Synergy_Bliss=-12.0, Synergy_Loewe=-10.6, Synergy_HSA=-7.37. (3) Drug 2: B(C(CC(C)C)NC(=O)C(CC1=CC=CC=C1)NC(=O)C2=NC=CN=C2)(O)O. Cell line: MOLT-4. Drug 1: CC1CCC2CC(C(=CC=CC=CC(CC(C(=O)C(C(C(=CC(C(=O)CC(OC(=O)C3CCCCN3C(=O)C(=O)C1(O2)O)C(C)CC4CCC(C(C4)OC)OCCO)C)C)O)OC)C)C)C)OC. Synergy scores: CSS=77.4, Synergy_ZIP=-3.79, Synergy_Bliss=-1.92, Synergy_Loewe=-4.97, Synergy_HSA=-0.0880. (4) Cell line: M14. Drug 1: CC(C)(C#N)C1=CC(=CC(=C1)CN2C=NC=N2)C(C)(C)C#N. Drug 2: C1=CC=C(C=C1)NC(=O)CCCCCCC(=O)NO. Synergy scores: CSS=-29.5, Synergy_ZIP=22.1, Synergy_Bliss=8.93, Synergy_Loewe=-26.8, Synergy_HSA=-26.3. (5) Drug 1: C1=NC2=C(N1)C(=S)N=C(N2)N. Drug 2: C(CCl)NC(=O)N(CCCl)N=O. Cell line: SF-268. Synergy scores: CSS=24.9, Synergy_ZIP=-1.68, Synergy_Bliss=5.69, Synergy_Loewe=-1.32, Synergy_HSA=5.08. (6) Drug 1: C1=CC(=C2C(=C1NCCNCCO)C(=O)C3=C(C=CC(=C3C2=O)O)O)NCCNCCO. Drug 2: B(C(CC(C)C)NC(=O)C(CC1=CC=CC=C1)NC(=O)C2=NC=CN=C2)(O)O. Cell line: CCRF-CEM. Synergy scores: CSS=43.2, Synergy_ZIP=-3.01, Synergy_Bliss=-5.84, Synergy_Loewe=-5.23, Synergy_HSA=-3.30. (7) Drug 1: C1=NC2=C(N=C(N=C2N1C3C(C(C(O3)CO)O)O)F)N. Drug 2: C1CNP(=O)(OC1)N(CCCl)CCCl. Cell line: SF-539. Synergy scores: CSS=-5.80, Synergy_ZIP=1.13, Synergy_Bliss=-1.96, Synergy_Loewe=-2.52, Synergy_HSA=-5.70. (8) Drug 1: CCCCC(=O)OCC(=O)C1(CC(C2=C(C1)C(=C3C(=C2O)C(=O)C4=C(C3=O)C=CC=C4OC)O)OC5CC(C(C(O5)C)O)NC(=O)C(F)(F)F)O. Drug 2: C1C(C(OC1N2C=NC3=C2NC=NCC3O)CO)O. Cell line: SR. Synergy scores: CSS=68.1, Synergy_ZIP=3.22, Synergy_Bliss=3.23, Synergy_Loewe=-6.54, Synergy_HSA=2.87. (9) Drug 1: C1=CC=C(C=C1)NC(=O)CCCCCCC(=O)NO. Drug 2: CC1C(C(CC(O1)OC2CC(OC(C2O)C)OC3=CC4=CC5=C(C(=O)C(C(C5)C(C(=O)C(C(C)O)O)OC)OC6CC(C(C(O6)C)O)OC7CC(C(C(O7)C)O)OC8CC(C(C(O8)C)O)(C)O)C(=C4C(=C3C)O)O)O)O. Cell line: DU-145. Synergy scores: CSS=55.3, Synergy_ZIP=-6.38, Synergy_Bliss=-2.00, Synergy_Loewe=-2.42, Synergy_HSA=-2.64. (10) Drug 1: CC1=C(C=C(C=C1)NC(=O)C2=CC=C(C=C2)CN3CCN(CC3)C)NC4=NC=CC(=N4)C5=CN=CC=C5. Drug 2: C1=NC(=NC(=O)N1C2C(C(C(O2)CO)O)O)N. Cell line: SF-268. Synergy scores: CSS=6.73, Synergy_ZIP=1.51, Synergy_Bliss=2.01, Synergy_Loewe=-19.9, Synergy_HSA=-9.27.